Task: Predict the reactants needed to synthesize the given product.. Dataset: Full USPTO retrosynthesis dataset with 1.9M reactions from patents (1976-2016) (1) Given the product [CH2:1]([N:3]([CH2:31][C:32]1[CH:33]=[CH:34][C:35]([O:38][CH2:41][CH2:42][N:44]2[C:49]([CH3:51])([CH3:50])[CH2:48][CH2:47][CH2:46][C:45]2([CH3:53])[CH3:52])=[CH:36][CH:37]=1)[C:4]1[CH:9]=[C:8]([O:10][CH3:11])[C:7]([O:12][CH3:13])=[CH:6][C:5]=1[CH:14]1[CH2:23][CH2:22][C:21]2[CH:20]=[C:19]([OH:24])[CH:18]=[CH:17][C:16]=2[CH2:15]1)[CH3:2], predict the reactants needed to synthesize it. The reactants are: [CH2:1]([N:3]([C:31](=O)[C:32]1[CH:37]=[CH:36][C:35]([OH:38])=[CH:34][CH:33]=1)[C:4]1[CH:9]=[C:8]([O:10][CH3:11])[C:7]([O:12][CH3:13])=[CH:6][C:5]=1[CH:14]1[CH2:23][CH2:22][C:21]2[CH:20]=[C:19]([O:24]C(=O)C(C)(C)C)[CH:18]=[CH:17][C:16]=2[CH2:15]1)[CH3:2].Br[CH2:41][C:42]([N:44]1[C:49]([CH3:51])([CH3:50])[CH2:48][CH2:47][CH2:46][C:45]1([CH3:53])[CH3:52])=O. (2) Given the product [Br:50][CH2:15][C:12]1[CH:11]=[C:10]([C:17]([NH:19][CH2:20][C:21]2[C:22](=[O:29])[NH:23][C:24]([CH3:28])=[CH:25][C:26]=2[CH3:27])=[O:18])[C:9]2[CH:8]=[N:7][N:6]([CH:1]3[CH2:5][CH2:4][CH2:3][CH2:2]3)[C:14]=2[CH:13]=1, predict the reactants needed to synthesize it. The reactants are: [CH:1]1([N:6]2[C:14]3[CH:13]=[C:12]([CH2:15]O)[CH:11]=[C:10]([C:17]([NH:19][CH2:20][C:21]4[C:22](=[O:29])[NH:23][C:24]([CH3:28])=[CH:25][C:26]=4[CH3:27])=[O:18])[C:9]=3[CH:8]=[N:7]2)[CH2:5][CH2:4][CH2:3][CH2:2]1.C1(P(C2C=CC=CC=2)C2C=CC=CC=2)C=CC=CC=1.C(Br)(Br)(Br)[Br:50]. (3) The reactants are: [Cl:1][C:2]1[CH:3]=[N+:4]([O-:42])[CH:5]=[C:6]([Cl:41])[C:7]=1[CH2:8][C@@H:9]([C:26]1[CH:31]=[CH:30][C:29]([O:32][CH:33]([F:35])[F:34])=[C:28]([O:36][CH2:37][CH:38]2[CH2:40][CH2:39]2)[CH:27]=1)[O:10][C:11](=[O:25])[C:12]1[CH:17]=[CH:16][C:15]([CH:18]=[O:19])=[C:14]([O:20][CH2:21][CH:22]2[CH2:24][CH2:23]2)[CH:13]=1.S(=O)(=O)([OH:45])N.Cl([O-])=O.[Na+]. Given the product [C:18]([C:15]1[CH:16]=[CH:17][C:12]([C:11]([O:10][C@H:9]([C:26]2[CH:31]=[CH:30][C:29]([O:32][CH:33]([F:35])[F:34])=[C:28]([O:36][CH2:37][CH:38]3[CH2:39][CH2:40]3)[CH:27]=2)[CH2:8][C:7]2[C:2]([Cl:1])=[CH:3][N+:4]([O-:42])=[CH:5][C:6]=2[Cl:41])=[O:25])=[CH:13][C:14]=1[O:20][CH2:21][CH:22]1[CH2:23][CH2:24]1)([OH:45])=[O:19], predict the reactants needed to synthesize it. (4) Given the product [ClH:35].[CH3:1][N:2]1[CH2:8][CH2:7][CH2:6][C:5]2[O:9][C:10]3[CH:15]=[C:14]([N:16]4[CH:21]=[CH:20][C:19]([O:22][CH2:23][C:24]5[CH:29]=[CH:28][CH:27]=[C:26]([C:30]([F:32])([F:33])[F:31])[N:25]=5)=[CH:18][C:17]4=[O:34])[CH:13]=[CH:12][C:11]=3[C:4]=2[CH2:3]1, predict the reactants needed to synthesize it. The reactants are: [CH3:1][N:2]1[CH2:8][CH2:7][CH2:6][C:5]2[O:9][C:10]3[CH:15]=[C:14]([N:16]4[CH:21]=[CH:20][C:19]([O:22][CH2:23][C:24]5[CH:29]=[CH:28][CH:27]=[C:26]([C:30]([F:33])([F:32])[F:31])[N:25]=5)=[CH:18][C:17]4=[O:34])[CH:13]=[CH:12][C:11]=3[C:4]=2[CH2:3]1.[ClH:35].CCOCC.